This data is from Rat liver microsome stability data. The task is: Regression/Classification. Given a drug SMILES string, predict its absorption, distribution, metabolism, or excretion properties. Task type varies by dataset: regression for continuous measurements (e.g., permeability, clearance, half-life) or binary classification for categorical outcomes (e.g., BBB penetration, CYP inhibition). Dataset: rlm. (1) The compound is NC(=O)C1CCN(c2ncc(-c3cccc(N4CCOCC4)c3)s2)CC1. The result is 0 (unstable in rat liver microsomes). (2) The result is 0 (unstable in rat liver microsomes). The compound is COC(=O)Nc1ccc2c(c1)NC(=O)CCCC[C@H](NC(=O)C=Cc1cc(Cl)ccc1-n1cnnn1)c1nc-2c[nH]1. (3) The compound is COc1ccc(C(=O)Nc2nc(-c3ccccc3)cs2)cc1NS(=O)(=O)c1ccc(C)cc1. The result is 1 (stable in rat liver microsomes). (4) The drug is Cc1ccnc(C)c1C(=O)Nc1cccc(S(=O)(=O)N(C)C)c1. The result is 0 (unstable in rat liver microsomes). (5) The molecule is COc1ccc2c(c1)O/C(=C\c1ccc(OCCN3CCCC3)cc1)C2=O. The result is 1 (stable in rat liver microsomes). (6) The compound is O=C(O)[C@H]1CC[C@H](C(=O)N2CC[C@@]3(S(=O)(=O)c4ccc(F)cc4)c4ccc(C(F)(C(F)(F)F)C(F)(F)F)cc4CC[C@@H]23)CC1. The result is 0 (unstable in rat liver microsomes). (7) The molecule is CC#C[C@@H](Cc1nn[nH]n1)c1ccc(OCc2ccc3sc(C)c(-c4ccccc4C)c3c2)cc1. The result is 1 (stable in rat liver microsomes). (8) The compound is CCCOC(=O)C=Cc1ccc(NC(=O)C2(NC(=O)c3ccc4c(C5CCCC5)c(-c5ncc(Cl)cn5)n(C)c4c3)CCC2)cc1OCC. The result is 1 (stable in rat liver microsomes).